From a dataset of Catalyst prediction with 721,799 reactions and 888 catalyst types from USPTO. Predict which catalyst facilitates the given reaction. (1) Reactant: [CH3:1][C:2]1[CH:7]=[C:6]([CH3:8])[CH:5]=[C:4]([CH3:9])[N:3]=1.C([Li])(C)(C)C.[F:15][C:16]1[CH:17]=[CH:18][C:19]([O:29][CH3:30])=[C:20]([C:22]([CH3:28])([CH3:27])[CH2:23][C:24](=[O:26])[CH3:25])[CH:21]=1. Product: [F:15][C:16]1[CH:17]=[CH:18][C:19]([O:29][CH3:30])=[C:20]([C:22]([CH3:27])([CH3:28])[CH2:23][C:24]([CH2:1][C:2]2[CH:7]=[C:6]([CH3:8])[CH:5]=[C:4]([CH3:9])[N:3]=2)([OH:26])[CH3:25])[CH:21]=1. The catalyst class is: 1. (2) Reactant: [C:1]([O:5][C:6]([N:8]1[CH2:13][CH2:12][N:11]([C:14]2[C:19]([N+:20]([O-])=O)=[C:18]([NH:23][CH2:24][CH2:25][C:26]#[N:27])[N:17]=[CH:16][N:15]=2)[CH2:10][CH2:9]1)=[O:7])([CH3:4])([CH3:3])[CH3:2].[O:28]1CCC[CH2:29]1. Product: [C:1]([O:5][C:6]([N:8]1[CH2:13][CH2:12][N:11]([C:14]2[N:15]=[CH:16][N:17]=[C:18]3[C:19]=2[NH:20][C:29](=[O:28])[N:23]3[CH2:24][CH2:25][C:26]#[N:27])[CH2:10][CH2:9]1)=[O:7])([CH3:4])([CH3:3])[CH3:2]. The catalyst class is: 45.